Predict the product of the given reaction. From a dataset of Forward reaction prediction with 1.9M reactions from USPTO patents (1976-2016). (1) Given the reactants [Br:1][C:2]1[CH:7]=[CH:6][C:5]([NH2:8])=[C:4]([CH2:9][S:10][CH3:11])[CH:3]=1.[F:12][C:13]1[CH:26]=[CH:25][C:16]2[S:17][C:18]([S:21](Cl)(=[O:23])=[O:22])=[C:19]([CH3:20])[C:15]=2[CH:14]=1, predict the reaction product. The product is: [Br:1][C:2]1[CH:7]=[CH:6][C:5]([NH:8][S:21]([C:18]2[S:17][C:16]3[CH:25]=[CH:26][C:13]([F:12])=[CH:14][C:15]=3[C:19]=2[CH3:20])(=[O:23])=[O:22])=[C:4]([CH2:9][S:10][CH3:11])[CH:3]=1. (2) Given the reactants F[C:2]1[CH:3]=[C:4]([S:11]([N:14]([CH2:20][C:21]2[CH:26]=[CH:25][C:24]([O:27][CH3:28])=[CH:23][CH:22]=2)[C:15]2[S:16][CH:17]=[CH:18][N:19]=2)(=[O:13])=[O:12])[CH:5]=[CH:6][C:7]=1[N+:8]([O-:10])=[O:9].[O:29]([Si](C)(C)C)[Na], predict the reaction product. The product is: [OH:29][C:2]1[CH:3]=[C:4]([S:11]([N:14]([CH2:20][C:21]2[CH:26]=[CH:25][C:24]([O:27][CH3:28])=[CH:23][CH:22]=2)[C:15]2[S:16][CH:17]=[CH:18][N:19]=2)(=[O:13])=[O:12])[CH:5]=[CH:6][C:7]=1[N+:8]([O-:10])=[O:9]. (3) Given the reactants Br[C:2]1[CH:7]=[CH:6][C:5]([NH:8][CH2:9][C:10]2[CH:15]=[CH:14][C:13]([F:16])=[CH:12][C:11]=2[C:17]2[CH:18]=[CH:19][C:20]([C:23]([NH:25][CH2:26][CH2:27][C:28]([O:30][CH2:31][CH3:32])=[O:29])=[O:24])=[N:21][CH:22]=2)=[CH:4][C:3]=1[F:33].[Cl:34][C:35]1[CH:36]=[C:37](B(O)O)[CH:38]=[CH:39][C:40]=1[Cl:41].C([O-])([O-])=O.[K+].[K+].O, predict the reaction product. The product is: [Cl:34][C:35]1[CH:36]=[C:37]([C:2]2[CH:7]=[CH:6][C:5]([NH:8][CH2:9][C:10]3[CH:15]=[CH:14][C:13]([F:16])=[CH:12][C:11]=3[C:17]3[CH:18]=[CH:19][C:20]([C:23]([NH:25][CH2:26][CH2:27][C:28]([O:30][CH2:31][CH3:32])=[O:29])=[O:24])=[N:21][CH:22]=3)=[CH:4][C:3]=2[F:33])[CH:38]=[CH:39][C:40]=1[Cl:41].